Regression. Given two drug SMILES strings and cell line genomic features, predict the synergy score measuring deviation from expected non-interaction effect. From a dataset of NCI-60 drug combinations with 297,098 pairs across 59 cell lines. (1) Drug 1: CC1=C2C(C(=O)C3(C(CC4C(C3C(C(C2(C)C)(CC1OC(=O)C(C(C5=CC=CC=C5)NC(=O)OC(C)(C)C)O)O)OC(=O)C6=CC=CC=C6)(CO4)OC(=O)C)OC)C)OC. Drug 2: C1CC(=O)NC(=O)C1N2CC3=C(C2=O)C=CC=C3N. Cell line: SNB-19. Synergy scores: CSS=48.8, Synergy_ZIP=3.20, Synergy_Bliss=6.21, Synergy_Loewe=-21.4, Synergy_HSA=8.92. (2) Drug 1: C1CCN(CC1)CCOC2=CC=C(C=C2)C(=O)C3=C(SC4=C3C=CC(=C4)O)C5=CC=C(C=C5)O. Drug 2: CC(C)CN1C=NC2=C1C3=CC=CC=C3N=C2N. Cell line: T-47D. Synergy scores: CSS=3.43, Synergy_ZIP=-2.36, Synergy_Bliss=-3.63, Synergy_Loewe=-9.25, Synergy_HSA=-8.79. (3) Drug 1: CC1=C(C(=CC=C1)Cl)NC(=O)C2=CN=C(S2)NC3=CC(=NC(=N3)C)N4CCN(CC4)CCO. Drug 2: CS(=O)(=O)OCCCCOS(=O)(=O)C. Cell line: K-562. Synergy scores: CSS=42.4, Synergy_ZIP=-8.15, Synergy_Bliss=-17.8, Synergy_Loewe=-24.6, Synergy_HSA=-17.8. (4) Drug 1: CN1CCC(CC1)COC2=C(C=C3C(=C2)N=CN=C3NC4=C(C=C(C=C4)Br)F)OC. Drug 2: C1C(C(OC1N2C=NC(=NC2=O)N)CO)O. Cell line: NCI-H226. Synergy scores: CSS=1.94, Synergy_ZIP=-1.49, Synergy_Bliss=0.340, Synergy_Loewe=-2.95, Synergy_HSA=-2.96. (5) Drug 1: CCC1=CC2CC(C3=C(CN(C2)C1)C4=CC=CC=C4N3)(C5=C(C=C6C(=C5)C78CCN9C7C(C=CC9)(C(C(C8N6C)(C(=O)OC)O)OC(=O)C)CC)OC)C(=O)OC.C(C(C(=O)O)O)(C(=O)O)O. Drug 2: C1C(C(OC1N2C=C(C(=O)NC2=O)F)CO)O. Cell line: HOP-62. Synergy scores: CSS=56.3, Synergy_ZIP=4.70, Synergy_Bliss=3.91, Synergy_Loewe=1.72, Synergy_HSA=8.44.